This data is from Catalyst prediction with 721,799 reactions and 888 catalyst types from USPTO. The task is: Predict which catalyst facilitates the given reaction. (1) Reactant: Cl[C:2](OCC)=O.[NH2:7][CH2:8][C:9]1([C:20]2([OH:25])[CH2:24][CH2:23][CH2:22][CH2:21]2)[C:19]2[C:11](=[CH:12][C:13]3[S:17][CH:16]=[CH:15][C:14]=3[CH:18]=2)[CH2:10]1.C(N(CC)CC)C. Product: [CH3:2][NH:7][CH2:8][C:9]1([C:20]2([OH:25])[CH2:24][CH2:23][CH2:22][CH2:21]2)[C:19]2[C:11](=[CH:12][C:13]3[S:17][CH:16]=[CH:15][C:14]=3[CH:18]=2)[CH2:10]1. The catalyst class is: 4. (2) Reactant: [C:1]([O:5][C:6]([N:8]1[CH2:12][CH2:11][N:10]([C:13]2[C:17]3[CH:18]=[N:19][C:20](Cl)=[CH:21][C:16]=3[N:15]([CH:23]([CH3:25])[CH3:24])[N:14]=2)[C:9]1=[O:26])=[O:7])([CH3:4])([CH3:3])[CH3:2].[NH2:27][C:28]1[CH:33]=[CH:32][N:31]=[C:30]([N:34]2[CH2:39][CH2:38][C@H:37]([OH:40])[C@H:36]([F:41])[CH2:35]2)[N:29]=1.C1(P(C2CCCCC2)C2C=CC=CC=2C2C(C(C)C)=CC(C(C)C)=CC=2C(C)C)CCCCC1.C(=O)([O-])[O-].[Cs+].[Cs+]. Product: [C:1]([O:5][C:6]([N:8]1[CH2:12][CH2:11][N:10]([C:13]2[C:17]3[CH:18]=[N:19][C:20]([NH:27][C:28]4[CH:33]=[CH:32][N:31]=[C:30]([N:34]5[CH2:39][CH2:38][C@H:37]([OH:40])[C@H:36]([F:41])[CH2:35]5)[N:29]=4)=[CH:21][C:16]=3[N:15]([CH:23]([CH3:25])[CH3:24])[N:14]=2)[C:9]1=[O:26])=[O:7])([CH3:4])([CH3:3])[CH3:2]. The catalyst class is: 62.